Dataset: Reaction yield outcomes from USPTO patents with 853,638 reactions. Task: Predict the reaction yield, written as a fraction of the theoretical maximum amount of product (1.0 means a 100% yield; for example, 0.34 means a 34% yield). (1) The reactants are Cl[C:2]1[N:7]=[CH:6][C:5]([C:8]2([C:11]([O:13][CH3:14])=[O:12])[CH2:10][CH2:9]2)=[CH:4][CH:3]=1.[NH2:15][NH2:16]. The catalyst is N1C=CC=CC=1. The product is [NH:15]([C:2]1[N:7]=[CH:6][C:5]([C:8]2([C:11]([O:13][CH3:14])=[O:12])[CH2:10][CH2:9]2)=[CH:4][CH:3]=1)[NH2:16]. The yield is 0.900. (2) The reactants are C[N:2]([CH3:16])/[CH:3]=[CH:4]/[C:5]1[CH:12]=[C:11]([N+:13]([O-:15])=[O:14])[CH:10]=[CH:9][C:6]=1[C:7]#[N:8].[O:17]([C:19]1[CH:26]=[C:25]([O:27][CH3:28])[CH:24]=[CH:23][C:20]=1CN)[CH3:18]. The catalyst is CN1C(=O)N(C)CCC1. The product is [CH3:18][O:17][C:19]1[CH:26]=[C:25]([O:27][CH3:28])[CH:24]=[CH:23][C:20]=1[CH2:16][N:2]1[CH:3]=[CH:4][C:5]2[C:6](=[CH:9][CH:10]=[C:11]([N+:13]([O-:15])=[O:14])[CH:12]=2)[C:7]1=[NH:8]. The yield is 0.640.